From a dataset of Forward reaction prediction with 1.9M reactions from USPTO patents (1976-2016). Predict the product of the given reaction. (1) The product is: [CH:36]1([C:2]2[CH:9]=[CH:8][C:7]([CH:10]=[O:11])=[CH:6][C:3]=2[C:4]#[N:5])[CH2:37][CH2:38][CH2:33]1. Given the reactants Br[C:2]1[CH:9]=[CH:8][C:7]([CH:10]=[O:11])=[CH:6][C:3]=1[C:4]#[N:5].COC1C=CC=C(OC)C=1C1C=CC=CC=1P([CH:33]1[CH2:38][CH2:37][CH2:36]CC1)[CH:37]1[CH2:36]CC[CH2:33][CH2:38]1.[Br-].C1([Zn+])CCC1, predict the reaction product. (2) Given the reactants [F:1][C:2]1[CH:3]=[C:4]([C@@H:9]2[C:14]([C:15]([O:17]C)=[O:16])=[C:13]([CH2:19][O:20][CH3:21])[NH:12][C:11](=[O:22])[NH:10]2)[CH:5]=[CH:6][C:7]=1[F:8].[OH-].[Li+], predict the reaction product. The product is: [F:1][C:2]1[CH:3]=[C:4]([C@@H:9]2[C:14]([C:15]([OH:17])=[O:16])=[C:13]([CH2:19][O:20][CH3:21])[NH:12][C:11](=[O:22])[NH:10]2)[CH:5]=[CH:6][C:7]=1[F:8]. (3) Given the reactants [Br:1][C:2]1[CH:3]=[N:4][C:5]2[N:6]([N:8]=[C:9]([C:11]([OH:13])=O)[CH:10]=2)[CH:7]=1.[O:14]1[CH:18]=[CH:17][CH:16]=[C:15]1[C:19]1[N:23]2[CH2:24][CH2:25][NH:26][CH2:27][C:22]2=[N:21][N:20]=1, predict the reaction product. The product is: [Br:1][C:2]1[CH:3]=[N:4][C:5]2[N:6]([N:8]=[C:9]([C:11]([N:26]3[CH2:25][CH2:24][N:23]4[C:19]([C:15]5[O:14][CH:18]=[CH:17][CH:16]=5)=[N:20][N:21]=[C:22]4[CH2:27]3)=[O:13])[CH:10]=2)[CH:7]=1. (4) Given the reactants C(OC([NH:8][CH2:9][CH2:10][CH2:11][O:12][C:13]1[CH:29]=[CH:28][C:16]2[CH2:17][CH:18]([CH2:23][C:24]([O:26][CH3:27])=[O:25])[C:19](=[O:22])[NH:20][CH2:21][C:15]=2[CH:14]=1)=O)(C)(C)C.[C:30]([OH:36])([C:32]([F:35])([F:34])[F:33])=[O:31], predict the reaction product. The product is: [F:33][C:32]([F:35])([F:34])[C:30]([OH:36])=[O:31].[NH2:8][CH2:9][CH2:10][CH2:11][O:12][C:13]1[CH:29]=[CH:28][C:16]2[CH2:17][CH:18]([CH2:23][C:24]([O:26][CH3:27])=[O:25])[C:19](=[O:22])[NH:20][CH2:21][C:15]=2[CH:14]=1. (5) Given the reactants [CH3:1][O:2][C:3]1[CH:4]=[C:5]2[C:9](=[CH:10][CH:11]=1)[NH:8][C:7]([CH3:12])=[CH:6]2.CC([O-])(C)C.[K+].[C:19]([O:23][C:24]([N:26]1[C@@H:30]([CH3:31])[CH2:29]OS1(=O)=O)=[O:25])([CH3:22])([CH3:21])[CH3:20], predict the reaction product. The product is: [C:19]([O:23][C:24](=[O:25])[NH:26][C@@H:30]([CH3:29])[CH2:31][N:8]1[C:9]2[C:5](=[CH:4][C:3]([O:2][CH3:1])=[CH:11][CH:10]=2)[CH:6]=[C:7]1[CH3:12])([CH3:22])([CH3:21])[CH3:20]. (6) The product is: [Cl:23][C:20]1[CH:19]=[CH:18][C:17]([C:15]([C:11]2[C:10]([CH2:24][C:25]([CH3:31])([CH3:32])[C:26]([O:28][CH2:29][CH3:30])=[O:27])=[C:9]([C:33](=[O:38])[C:34]([CH3:36])([CH3:37])[CH3:35])[N:8]3[C:12]=2[CH:13]=[CH:14][C:6]([OH:5])=[CH:7]3)=[O:16])=[CH:22][CH:21]=1. Given the reactants C([O:5][C:6]1[CH:14]=[CH:13][C:12]2[N:8]([C:9]([C:33](=[O:38])[C:34]([CH3:37])([CH3:36])[CH3:35])=[C:10]([CH2:24][C:25]([CH3:32])([CH3:31])[C:26]([O:28][CH2:29][CH3:30])=[O:27])[C:11]=2[C:15]([C:17]2[CH:22]=[CH:21][C:20]([Cl:23])=[CH:19][CH:18]=2)=[O:16])[CH:7]=1)(C)(C)C.[Cl-].[Al+3].[Cl-].[Cl-].[C@H](O)(C([O-])=O)[C@@H](O)C([O-])=O.[Na+].[K+], predict the reaction product. (7) Given the reactants Cl[C:2]1[NH:3][C:4](=[O:13])[C:5]2[C:10]([CH:11]=1)=[C:9]([CH3:12])[CH:8]=[CH:7][CH:6]=2.[CH3:14][N:15]1[CH2:20][CH2:19][N:18]([C:21]2[N:26]=[CH:25][C:24](B3OC(C)(C)C(C)(C)O3)=[CH:23][N:22]=2)[CH2:17][CH2:16]1.C([O-])([O-])=O.[K+].[K+], predict the reaction product. The product is: [CH3:12][C:9]1[CH:8]=[CH:7][CH:6]=[C:5]2[C:10]=1[CH:11]=[C:2]([C:24]1[CH:23]=[N:22][C:21]([N:18]3[CH2:19][CH2:20][N:15]([CH3:14])[CH2:16][CH2:17]3)=[N:26][CH:25]=1)[NH:3][C:4]2=[O:13].